From a dataset of Peptide-MHC class II binding affinity with 134,281 pairs from IEDB. Regression. Given a peptide amino acid sequence and an MHC pseudo amino acid sequence, predict their binding affinity value. This is MHC class II binding data. (1) The peptide sequence is LNKFVSPKSVIGRFV. The MHC is DRB1_0301 with pseudo-sequence DRB1_0301. The binding affinity (normalized) is 0.521. (2) The binding affinity (normalized) is 0. The MHC is HLA-DPA10103-DPB10201 with pseudo-sequence HLA-DPA10103-DPB10201. The peptide sequence is HTGREIVDLMCHAT. (3) The peptide sequence is EATTDGLGWYKIEID. The MHC is HLA-DQA10102-DQB10502 with pseudo-sequence HLA-DQA10102-DQB10502. The binding affinity (normalized) is 0.829. (4) The peptide sequence is VLERYLLEAKEAENI. The binding affinity (normalized) is 0.212. The MHC is DRB1_0405 with pseudo-sequence DRB1_0405. (5) The peptide sequence is IVLASAALGPLIEGN. The MHC is HLA-DQA10201-DQB10303 with pseudo-sequence HLA-DQA10201-DQB10303. The binding affinity (normalized) is 0.640.